Dataset: Full USPTO retrosynthesis dataset with 1.9M reactions from patents (1976-2016). Task: Predict the reactants needed to synthesize the given product. Given the product [N:9]1[C:10]2[CH:16]=[CH:15][CH:14]=[CH:13][C:11]=2[NH:12][CH:8]=1, predict the reactants needed to synthesize it. The reactants are: NC1C=CC([C:8]2[NH:9][C:10]3[CH:16]=[CH:15][C:14](N)=[CH:13][C:11]=3[N:12]=2)=CC=1.C1(C(Cl)=O)CCCCC1.